This data is from Peptide-MHC class I binding affinity with 185,985 pairs from IEDB/IMGT. The task is: Regression. Given a peptide amino acid sequence and an MHC pseudo amino acid sequence, predict their binding affinity value. This is MHC class I binding data. (1) The peptide sequence is RSYIYYAL. The MHC is H-2-Kb with pseudo-sequence H-2-Kb. The binding affinity (normalized) is 0.737. (2) The peptide sequence is GVFPINESF. The MHC is HLA-B08:03 with pseudo-sequence HLA-B08:03. The binding affinity (normalized) is 0.0847. (3) The peptide sequence is WEITYLGTT. The MHC is HLA-B40:01 with pseudo-sequence HLA-B40:01. The binding affinity (normalized) is 0.252. (4) The peptide sequence is IAGFIEGGW. The MHC is HLA-B08:01 with pseudo-sequence HLA-B08:01. The binding affinity (normalized) is 0.0847. (5) The peptide sequence is RIVGLLGFA. The MHC is Patr-A0101 with pseudo-sequence Patr-A0101. The binding affinity (normalized) is 0.